Dataset: Forward reaction prediction with 1.9M reactions from USPTO patents (1976-2016). Task: Predict the product of the given reaction. (1) Given the reactants [F:1][C:2]1[CH:3]=[C:4]([S:8]([C:11]2[CH:12]=[N:13][C:14]3[C:19]([CH:20]=2)=[CH:18][CH:17]=[CH:16][C:15]=3I)(=[O:10])=[O:9])[CH:5]=[CH:6][CH:7]=1.[CH2:22]([N:29]1[CH2:33][CH2:32][C@H:31]2[CH2:34][NH:35][CH2:36][C@@H:30]12)[C:23]1[CH:28]=[CH:27][CH:26]=[CH:25][CH:24]=1, predict the reaction product. The product is: [CH2:22]([N:29]1[CH2:33][CH2:32][C@H:31]2[CH2:34][N:35]([C:15]3[CH:16]=[CH:17][CH:18]=[C:19]4[C:14]=3[N:13]=[CH:12][C:11]([S:8]([C:4]3[CH:5]=[CH:6][CH:7]=[C:2]([F:1])[CH:3]=3)(=[O:10])=[O:9])=[CH:20]4)[CH2:36][C@@H:30]12)[C:23]1[CH:28]=[CH:27][CH:26]=[CH:25][CH:24]=1. (2) The product is: [ClH:42].[F:41][C:4]([F:40])([F:3])[C:5]1[CH:6]=[C:7]([CH:33]=[C:34]([C:36]([F:38])([F:39])[F:37])[CH:35]=1)[CH2:8][N:9]([CH3:32])[C:10]([C@@H:12]1[CH2:17][CH2:16][N:15]([CH:18]2[CH2:19][CH2:20][N:21]([C:43]([O:45][CH:46]([CH3:48])[CH3:47])=[O:44])[CH2:22][CH2:23]2)[CH2:14][C@H:13]1[C:24]1[CH:29]=[CH:28][C:27]([F:30])=[CH:26][C:25]=1[CH3:31])=[O:11]. Given the reactants Cl.Cl.[F:3][C:4]([F:41])([F:40])[C:5]1[CH:6]=[C:7]([CH:33]=[C:34]([C:36]([F:39])([F:38])[F:37])[CH:35]=1)[CH2:8][N:9]([CH3:32])[C:10]([C@@H:12]1[CH2:17][CH2:16][N:15]([CH:18]2[CH2:23][CH2:22][NH:21][CH2:20][CH2:19]2)[CH2:14][C@H:13]1[C:24]1[CH:29]=[CH:28][C:27]([F:30])=[CH:26][C:25]=1[CH3:31])=[O:11].[Cl:42][C:43]([O:45][CH:46]([CH3:48])[CH3:47])=[O:44].Cl.C(OCC)(=O)C, predict the reaction product. (3) Given the reactants C([O-])(=O)C.[Cs+].O1C=CC=C1P(C1OC=CC=1)C1OC=CC=1.[CH3:22][N:23]1[C:27]([C:28]2[CH:29]=[C:30]3[C:35](=[CH:36][CH:37]=2)[N:34]=[CH:33][CH:32]=[N:31]3)=[CH:26][C:25](=[O:38])[N:24]1[CH3:39].Br[C:41]1[CH:48]=[CH:47][CH:46]=[CH:45][C:42]=1[C:43]#[N:44], predict the reaction product. The product is: [CH3:22][N:23]1[C:27]([C:28]2[CH:29]=[C:30]3[C:35](=[CH:36][CH:37]=2)[N:34]=[CH:33][CH:32]=[N:31]3)=[C:26]([C:41]2[CH:48]=[CH:47][CH:46]=[CH:45][C:42]=2[C:43]#[N:44])[C:25](=[O:38])[N:24]1[CH3:39]. (4) Given the reactants [Br:1][C:2]1[CH:3]=[C:4]([CH2:9][C:10]([O:12][CH3:13])=[O:11])[CH:5]=[CH:6][C:7]=1[OH:8].C([O-])([O-])=O.[K+].[K+].[CH:20]1[CH:25]=[CH:24][C:23]([CH2:26]Br)=[CH:22][CH:21]=1, predict the reaction product. The product is: [Br:1][C:2]1[CH:3]=[C:4]([CH2:9][C:10]([O:12][CH3:13])=[O:11])[CH:5]=[CH:6][C:7]=1[O:8][CH2:26][C:23]1[CH:24]=[CH:25][CH:20]=[CH:21][CH:22]=1. (5) Given the reactants [CH2:1]([CH:3]([CH2:6][CH2:7][CH2:8][CH3:9])[CH:4]=[O:5])[CH3:2].[CH2:10]=[O:11], predict the reaction product. The product is: [CH2:1]([C:3]([CH2:10][OH:11])([CH2:6][CH2:7][CH2:8][CH3:9])[CH:4]=[O:5])[CH3:2]. (6) Given the reactants [F:1][C:2]1[CH:7]=[CH:6][C:5]([CH2:8][C@@H:9]([NH:33]C(=O)OC(C)(C)C)[C:10](=[O:32])[NH:11][C:12]2[CH:13]=[C:14]3[C:30](=[O:31])[NH:29][N:28]=[CH:27][C:16]4=[C:17]([C:21]5[CH:26]=[CH:25][CH:24]=[CH:23][CH:22]=5)[NH:18][C:19]([CH:20]=2)=[C:15]34)=[CH:4][CH:3]=1.[ClH:41].C(N(CC)CC)C, predict the reaction product. The product is: [ClH:41].[NH2:33][C@H:9]([CH2:8][C:5]1[CH:4]=[CH:3][C:2]([F:1])=[CH:7][CH:6]=1)[C:10]([NH:11][C:12]1[CH:13]=[C:14]2[C:30](=[O:31])[NH:29][N:28]=[CH:27][C:16]3=[C:17]([C:21]4[CH:26]=[CH:25][CH:24]=[CH:23][CH:22]=4)[NH:18][C:19]([CH:20]=1)=[C:15]23)=[O:32].